The task is: Predict the product of the given reaction.. This data is from Forward reaction prediction with 1.9M reactions from USPTO patents (1976-2016). Given the reactants [C:1]([C:6]1[CH:7]=[C:8]2[C:12](=[CH:13][CH:14]=1)[NH:11][C:10](=[O:15])[CH2:9]2)(=[O:5])[CH2:2][CH2:3][CH3:4].[C:16](OC(=O)C)(=[O:18])[CH3:17].[CH3:23][CH2:24][O:25][C:26](OCC)(OCC)[C:27]1[CH:32]=[CH:31][CH:30]=[CH:29][CH:28]=1, predict the reaction product. The product is: [C:16]([N:11]1[C:12]2[C:8](=[CH:7][C:6]([C:1](=[O:5])[CH2:2][CH2:3][CH3:4])=[CH:14][CH:13]=2)[C:9](=[C:26]([O:25][CH2:24][CH3:23])[C:27]2[CH:32]=[CH:31][CH:30]=[CH:29][CH:28]=2)[C:10]1=[O:15])(=[O:18])[CH3:17].